From a dataset of Reaction yield outcomes from USPTO patents with 853,638 reactions. Predict the reaction yield, written as a fraction of the theoretical maximum amount of product (1.0 means a 100% yield; for example, 0.34 means a 34% yield). The reactants are ClC1C=CC([O:6][C:7]2[C:16]3[C:11](=[CH:12][C:13]([O:19][CH2:20][CH2:21][CH2:22][N:23]4[CH2:28][CH2:27][N:26]([CH3:29])[CH2:25][CH2:24]4)=[C:14]([O:17][CH3:18])[CH:15]=3)[N:10]=[CH:9][N:8]=2)=C(F)C=1.Cl.C(=O)([O-])O.[Na+]. No catalyst specified. The product is [CH3:18][O:17][C:14]1[CH:15]=[C:16]2[C:11](=[CH:12][C:13]=1[O:19][CH2:20][CH2:21][CH2:22][N:23]1[CH2:28][CH2:27][N:26]([CH3:29])[CH2:25][CH2:24]1)[N:10]=[CH:9][NH:8][C:7]2=[O:6]. The yield is 0.960.